This data is from Full USPTO retrosynthesis dataset with 1.9M reactions from patents (1976-2016). The task is: Predict the reactants needed to synthesize the given product. (1) Given the product [C:1]1([C:7]2[C:8]([C:52]3[C:53]4[C:58](=[CH:57][CH:56]=[CH:55][CH:54]=4)[N:49]=[CH:50][CH:51]=3)=[N:9][C:10]3[C:15](=[CH:14][CH:13]=[CH:12][CH:11]=3)[N:16]=2)[CH:6]=[CH:5][CH:4]=[CH:3][CH:2]=1, predict the reactants needed to synthesize it. The reactants are: [C:1]1([C:7]2[C:8](O)=[N:9][C:10]3[C:15]([N:16]=2)=[CH:14][CH:13]=[CH:12][CH:11]=3)[CH:6]=[CH:5][CH:4]=[CH:3][CH:2]=1.F[P-](F)(F)(F)(F)F.Br[P+](N1CCCC1)(N1CCCC1)N1CCCC1.C(N(CC)CC)C.[N:49]1[C:58]2[C:53](=[CH:54][CH:55]=[CH:56][CH:57]=2)[C:52](B(O)O)=[CH:51][CH:50]=1.C(=O)([O-])[O-].[Na+].[Na+]. (2) The reactants are: [CH:1]([O:3][C@@H:4]1[CH2:21][CH2:20][C@@:19]2([CH3:22])[CH:6]([C@@H:7]([OH:24])[CH2:8][C@@H:9]3[C@@H:18]2[CH2:17][CH2:16][C@@:14]2([CH3:15])[C@H:10]3[CH2:11][CH2:12][C@@H:13]2[OH:23])[CH2:5]1)=[O:2].C[N+]1([O-])CCOCC1. Given the product [CH:1]([O:3][C@@H:4]1[CH2:21][CH2:20][C@@:19]2([CH3:22])[CH:6]([C:7](=[O:24])[CH2:8][C@@H:9]3[C@@H:18]2[CH2:17][CH2:16][C@@:14]2([CH3:15])[C@H:10]3[CH2:11][CH2:12][C:13]2=[O:23])[CH2:5]1)=[O:2], predict the reactants needed to synthesize it. (3) The reactants are: [F:1][C:2]([F:7])(F)[C:3](O)=O.[C:8]([C:10](=[CH:39][CH:40]([CH3:42])[CH3:41])[C:11]([N:13]1[CH2:17][CH2:16][CH2:15][C@@H:14]1[CH2:18][N:19]1[C:23]2[CH:24]=[CH:25][CH:26]=[CH:27][C:22]=2[N:21]=[C:20]1[NH:28][C:29](C1SC(C(F)F)=CC=1)=[O:30])=[O:12])#[N:9].[C:43]([C:45](=[CH:49][CH:50](C)[CH3:51])C(O)=O)#N. Given the product [C:8]([C:10](=[CH:39][CH:40]([CH3:41])[CH3:42])[C:11]([N:13]1[CH2:17][CH2:16][CH2:15][C@@H:14]1[CH2:18][N:19]1[C:23]2[CH:24]=[CH:25][CH:26]=[CH:27][C:22]=2[N:21]=[C:20]1[NH:28][C:29](=[O:30])[C:45]1[CH:49]=[CH:50][CH:51]=[C:3]([CH:2]([F:7])[F:1])[CH:43]=1)=[O:12])#[N:9], predict the reactants needed to synthesize it. (4) Given the product [CH3:34][Si:33]([CH3:36])([CH3:35])[CH2:32][CH2:31][O:30][CH2:29][N:7]([CH2:6][O:5][CH2:4][CH2:3][Si:2]([CH3:1])([CH3:37])[CH3:38])[C:8]1[N:13]2[N:14]=[CH:15][C:16]([I:46])=[C:12]2[N:11]=[C:10]([O:17][C:18]2[CH:23]=[CH:22][C:21]([CH2:24][C:25]([O:27][CH3:28])=[O:26])=[CH:20][CH:19]=2)[CH:9]=1, predict the reactants needed to synthesize it. The reactants are: [CH3:1][Si:2]([CH3:38])([CH3:37])[CH2:3][CH2:4][O:5][CH2:6][N:7]([CH2:29][O:30][CH2:31][CH2:32][Si:33]([CH3:36])([CH3:35])[CH3:34])[C:8]1[N:13]2[N:14]=[CH:15][CH:16]=[C:12]2[N:11]=[C:10]([O:17][C:18]2[CH:23]=[CH:22][C:21]([CH2:24][C:25]([O:27][CH3:28])=[O:26])=[CH:20][CH:19]=2)[CH:9]=1.C1C(=O)N([I:46])C(=O)C1.